Task: Predict which catalyst facilitates the given reaction.. Dataset: Catalyst prediction with 721,799 reactions and 888 catalyst types from USPTO (1) Reactant: [C:1]([C:5]1[CH:6]=[C:7]([NH:18][C:19]([NH:21][C@@H:22]2[C:31]3[C:26](=[CH:27][CH:28]=[CH:29][CH:30]=3)[C@H:25]([O:32][C:33]3[CH:34]=[CH:35][C:36]4[N:37]([C:39]([N:42]5[CH2:47][CH2:46][CH2:45][CH2:44][CH2:43]5)=[N:40][N:41]=4)[CH:38]=3)[CH2:24][CH2:23]2)=[O:20])[N:8]([C:10]2[N:11]=[CH:12][N:13]([CH2:15][CH2:16][OH:17])[CH:14]=2)[N:9]=1)([CH3:4])([CH3:3])[CH3:2].CCN(C(C)C)C(C)C.[CH3:57][S:58](Cl)(=[O:60])=[O:59]. Product: [C:1]([C:5]1[CH:6]=[C:7]([NH:18][C:19]([NH:21][C@@H:22]2[C:31]3[C:26](=[CH:27][CH:28]=[CH:29][CH:30]=3)[C@H:25]([O:32][C:33]3[CH:34]=[CH:35][C:36]4[N:37]([C:39]([N:42]5[CH2:47][CH2:46][CH2:45][CH2:44][CH2:43]5)=[N:40][N:41]=4)[CH:38]=3)[CH2:24][CH2:23]2)=[O:20])[N:8]([C:10]2[N:11]=[CH:12][N:13]([CH2:15][CH2:16][O:17][S:58]([CH3:57])(=[O:60])=[O:59])[CH:14]=2)[N:9]=1)([CH3:4])([CH3:2])[CH3:3]. The catalyst class is: 2. (2) Reactant: [CH3:1][O:2][C:3]1[CH:8]=[CH:7][C:6]([C:9](OC)=[O:10])=[CH:5][C:4]=1[NH:13][C:14]([CH:16]1[CH2:21][CH:20]([O:22][CH2:23][CH2:24][CH2:25][CH2:26][CH2:27][CH2:28][CH2:29][CH2:30][CH2:31][CH2:32][CH2:33][CH2:34][CH2:35][CH2:36][CH2:37][CH2:38][CH2:39][CH3:40])[CH:19]([O:41][CH2:42][CH2:43][CH2:44][CH2:45][CH2:46][CH2:47][CH2:48][CH2:49][CH2:50][CH2:51][CH2:52][CH2:53][CH2:54][CH2:55][CH2:56][CH2:57][CH2:58][CH3:59])[CH:18]([O:60][CH2:61][CH2:62][CH2:63][CH2:64][CH2:65][CH2:66][CH2:67][CH2:68][CH2:69][CH2:70][CH2:71][CH2:72][CH2:73][CH2:74][CH2:75][CH2:76][CH2:77][CH3:78])[CH2:17]1)=[O:15].CC(C[AlH]CC(C)C)C.C1(C)C=CC=CC=1.Cl. Product: [OH:10][CH2:9][C:6]1[CH:7]=[CH:8][C:3]([O:2][CH3:1])=[C:4]([NH:13][C:14]([CH:16]2[CH2:17][CH:18]([O:60][CH2:61][CH2:62][CH2:63][CH2:64][CH2:65][CH2:66][CH2:67][CH2:68][CH2:69][CH2:70][CH2:71][CH2:72][CH2:73][CH2:74][CH2:75][CH2:76][CH2:77][CH3:78])[CH:19]([O:41][CH2:42][CH2:43][CH2:44][CH2:45][CH2:46][CH2:47][CH2:48][CH2:49][CH2:50][CH2:51][CH2:52][CH2:53][CH2:54][CH2:55][CH2:56][CH2:57][CH2:58][CH3:59])[CH:20]([O:22][CH2:23][CH2:24][CH2:25][CH2:26][CH2:27][CH2:28][CH2:29][CH2:30][CH2:31][CH2:32][CH2:33][CH2:34][CH2:35][CH2:36][CH2:37][CH2:38][CH2:39][CH3:40])[CH2:21]2)=[O:15])[CH:5]=1. The catalyst class is: 1. (3) Reactant: CN(C1C(C2C(P(C3CCCCC3)C3CCCCC3)=CC=CC=2)=CC=CC=1)C.CC(C)([O-])C.[Na+].Br[C:36]1[CH:41]=[CH:40][C:39]([F:42])=[CH:38][CH:37]=1.[NH2:43][C@H:44]1[C:53]2[C:48](=[CH:49][CH:50]=[CH:51][CH:52]=2)[N:47]([C:54](=[O:56])[CH3:55])[C@@H:46]([CH:57]2[CH2:59][CH2:58]2)[C@@H:45]1[CH3:60]. Product: [CH:57]1([C@H:46]2[C@H:45]([CH3:60])[C@@H:44]([NH:43][C:36]3[CH:41]=[CH:40][C:39]([F:42])=[CH:38][CH:37]=3)[C:53]3[C:48](=[CH:49][CH:50]=[CH:51][CH:52]=3)[N:47]2[C:54](=[O:56])[CH3:55])[CH2:58][CH2:59]1. The catalyst class is: 62. (4) Reactant: [C:1]([C:3]1[N:4]=[C:5]([CH:8]2[CH2:13][CH2:12][N:11]([C:14](=[O:26])[CH2:15][N:16]3[C:20]([CH3:21])=[CH:19][C:18]([C:22]([F:25])([F:24])[F:23])=[N:17]3)[CH2:10][CH2:9]2)[S:6][CH:7]=1)#[CH:2].[CH3:27][Si:28]([CH3:35])([CH3:34])N[Si:28]([CH3:35])([CH3:34])[CH3:27].[Li].C[Si](Cl)(C)C.[Cl-].[NH4+]. Product: [CH3:21][C:20]1[N:16]([CH2:15][C:14]([N:11]2[CH2:12][CH2:13][CH:8]([C:5]3[S:6][CH:7]=[C:3]([C:1]#[C:2][Si:28]([CH3:35])([CH3:34])[CH3:27])[N:4]=3)[CH2:9][CH2:10]2)=[O:26])[N:17]=[C:18]([C:22]([F:23])([F:25])[F:24])[CH:19]=1. The catalyst class is: 7. (5) Reactant: [CH:1]1([NH:4][C:5](=[O:30])[C:6]2[CH:11]=[CH:10][C:9]([F:12])=[C:8]([NH:13][CH2:14][C:15]3[CH:16]=[C:17]4[CH:23]=[C:22]([C:24]5[CH:29]=[CH:28][CH:27]=[CH:26][CH:25]=5)[NH:21][C:18]4=[N:19][CH:20]=3)[CH:7]=2)[CH2:3][CH2:2]1.NC1C(F)=CC([F:44])=C(C=1)C(NC1CC1)=O.[BH-](OC(C)=O)(OC(C)=O)OC(C)=O.[Na+]. Product: [CH:1]1([NH:4][C:5](=[O:30])[C:6]2[CH:7]=[C:8]([NH:13][CH2:14][C:15]3[CH:16]=[C:17]4[CH:23]=[C:22]([C:24]5[CH:29]=[CH:28][CH:27]=[CH:26][CH:25]=5)[NH:21][C:18]4=[N:19][CH:20]=3)[C:9]([F:12])=[CH:10][C:11]=2[F:44])[CH2:3][CH2:2]1. The catalyst class is: 676. (6) Reactant: [Cl:1][C:2]1[CH:10]=[C:9]([C:11](=[O:14])[NH:12][CH3:13])[CH:8]=[C:7]([Cl:15])[C:3]=1[C:4](O)=[O:5].S(Cl)([Cl:18])=O. Product: [Cl:1][C:2]1[CH:10]=[C:9]([C:11](=[O:14])[NH:12][CH3:13])[CH:8]=[C:7]([Cl:15])[C:3]=1[C:4]([Cl:18])=[O:5]. The catalyst class is: 4. (7) Reactant: [C:1]([C:5]1[O:9][N:8]=[C:7]([C:10]2[CH:15]=[C:14]([O:16][CH:17]3[CH2:22][CH2:21][O:20][CH2:19][CH2:18]3)[C:13]([CH:23]3[CH2:25][CH2:24]3)=[CH:12][N+:11]=2[O-])[N:6]=1)([CH3:4])([CH3:3])[CH3:2].C(Cl)(=O)C([Cl:30])=O. The catalyst class is: 59. Product: [C:1]([C:5]1[O:9][N:8]=[C:7]([C:10]2[CH:15]=[C:14]([O:16][CH:17]3[CH2:22][CH2:21][O:20][CH2:19][CH2:18]3)[C:13]([CH:23]3[CH2:25][CH2:24]3)=[C:12]([Cl:30])[N:11]=2)[N:6]=1)([CH3:4])([CH3:3])[CH3:2].